Dataset: Forward reaction prediction with 1.9M reactions from USPTO patents (1976-2016). Task: Predict the product of the given reaction. Given the reactants [N:1]1([CH2:8][C:9]2[CH:18]=[CH:17][C:12]([C:13]([O:15][CH3:16])=[O:14])=[CH:11][CH:10]=2)[CH2:7][CH2:6][CH2:5]CCN1.I[CH2:20][CH2:21][O:22][C:23]1[CH:28]=[CH:27][C:26]([CH2:29][C:30]2[CH:35]=[CH:34][CH:33]=[CH:32][CH:31]=2)=[CH:25][CH:24]=1.[CH2:36]([N:38](CC)CC)[CH3:37].C(=O)(O)[O-].[Na+], predict the reaction product. The product is: [C:30]1([CH2:29][C:26]2[CH:27]=[CH:28][C:23]([O:22][CH2:21][CH2:20][N:38]3[CH2:5][CH2:6][CH2:7][N:1]([CH2:8][C:9]4[CH:10]=[CH:11][C:12]([C:13]([O:15][CH3:16])=[O:14])=[CH:17][CH:18]=4)[CH2:37][CH2:36]3)=[CH:24][CH:25]=2)[CH:35]=[CH:34][CH:33]=[CH:32][CH:31]=1.